From a dataset of Catalyst prediction with 721,799 reactions and 888 catalyst types from USPTO. Predict which catalyst facilitates the given reaction. (1) Reactant: [CH3:1][O:2][C:3]1[CH:4]=[C:5]([CH:9]=[C:10]([N+:14]([O-:16])=[O:15])[C:11]=1[O:12][CH3:13])[C:6]([OH:8])=O.[F:17][C:18]([F:30])([F:29])[C:19]1[N:28]=[CH:27][CH:26]=[CH:25][C:20]=1[C:21]([NH:23][NH2:24])=[O:22].O. Product: [CH3:1][O:2][C:3]1[CH:4]=[C:5]([CH:9]=[C:10]([N+:14]([O-:16])=[O:15])[C:11]=1[O:12][CH3:13])[C:6]([NH:24][NH:23][C:21](=[O:22])[C:20]1[CH:25]=[CH:26][CH:27]=[N:28][C:19]=1[C:18]([F:17])([F:29])[F:30])=[O:8]. The catalyst class is: 7. (2) The catalyst class is: 532. Product: [CH3:28][S:29]([N:32]1[CH2:40][C:39]2[C:34](=[CH:35][CH:36]=[CH:37][C:38]=2[C:2]2[N:10]3[C:5]([CH:6]=[N:7][C:8]([NH:11][C:12]4[CH:17]=[CH:16][C:15]([CH:18]5[CH2:23][CH2:22][N:21]([CH2:24][C:25]([NH2:27])=[O:26])[CH2:20][CH2:19]5)=[CH:14][CH:13]=4)=[N:9]3)=[CH:4][CH:3]=2)[CH2:33]1)(=[O:31])=[O:30]. Reactant: Br[C:2]1[N:10]2[C:5]([CH:6]=[N:7][C:8]([NH:11][C:12]3[CH:17]=[CH:16][C:15]([CH:18]4[CH2:23][CH2:22][N:21]([CH2:24][C:25]([NH2:27])=[O:26])[CH2:20][CH2:19]4)=[CH:14][CH:13]=3)=[N:9]2)=[CH:4][CH:3]=1.[CH3:28][S:29]([N:32]1[CH2:40][C:39]2[C:34](=[CH:35][CH:36]=[CH:37][C:38]=2B2OC(C)(C)C(C)(C)O2)[CH2:33]1)(=[O:31])=[O:30].C(=O)([O-])[O-].[Na+].[Na+].O.O1CCCC1. (3) Reactant: [NH:1]1[C:5]([CH2:6][C:7]([O:9][CH2:10][CH3:11])=[O:8])=[N:4][N:3]=[N:2]1.C(N(CC)CC)C.[C:19](Cl)([C:32]1[CH:37]=[CH:36][CH:35]=[CH:34][CH:33]=1)([C:26]1[CH:31]=[CH:30][CH:29]=[CH:28][CH:27]=1)[C:20]1[CH:25]=[CH:24][CH:23]=[CH:22][CH:21]=1.O. Product: [C:19]([N:4]1[C:5]([CH2:6][C:7]([O:9][CH2:10][CH3:11])=[O:8])=[N:1][N:2]=[N:3]1)([C:20]1[CH:25]=[CH:24][CH:23]=[CH:22][CH:21]=1)([C:32]1[CH:33]=[CH:34][CH:35]=[CH:36][CH:37]=1)[C:26]1[CH:27]=[CH:28][CH:29]=[CH:30][CH:31]=1. The catalyst class is: 7. (4) Reactant: [C:1]1([N:7]2[C:11]3[CH:12]=[CH:13][CH:14]=[CH:15][C:10]=3[N:9]=[C:8]2[C:16]2[CH:21]=[CH:20][C:19](B3OC(C)(C)C(C)(C)O3)=[CH:18][CH:17]=2)[CH:6]=[CH:5][CH:4]=[CH:3][CH:2]=1.Br[C:32]1[CH:37]=[CH:36][C:35]([N:38]2[C:50]3[CH:49]=[CH:48][CH:47]=[CH:46][C:45]=3C3C2=CC=CC=3)=[CH:34][CH:33]=1.[F-].[K+].C(O[CH2:57][CH3:58])(=O)C. Product: [C:1]1([N:7]2[C:11]3[CH:12]=[CH:13][CH:14]=[CH:15][C:10]=3[N:9]=[C:8]2[C:16]2[CH:17]=[CH:18][C:19]([C:58]3[CH:57]=[CH:3][C:2]([N:38]4[C:50]5[CH:45]=[CH:46][CH:47]=[CH:48][C:49]=5[C:34]5[C:35]4=[CH:36][CH:37]=[CH:32][CH:33]=5)=[CH:1][CH:6]=3)=[CH:20][CH:21]=2)[CH:6]=[CH:5][CH:4]=[CH:3][CH:2]=1. The catalyst class is: 151. (5) Reactant: [CH2:1]1[O:25][C:24]2[C:3](=[CH:4][C:5]3[C:22]([CH:23]=2)=[CH:21][C:20]2[C:19](=[O:26])[C:18]4[C:9](=[CH:10][C:11]5[C:16]([CH:17]=4)=[CH:15][CH:14]=[CH:13][CH:12]=5)[C:8](=[O:27])[C:7]=2[CH:6]=3)[O:2]1.C([BH-](CC)CC)C.[Li+].Cl. Product: [OH:27][CH:8]1[C:9]2[C:18](=[CH:17][C:16]3[C:11]([CH:10]=2)=[CH:12][CH:13]=[CH:14][CH:15]=3)[CH:19]([OH:26])[C:20]2[CH:21]=[C:22]3[C:5]([CH:4]=[C:3]4[O:2][CH2:1][O:25][C:24]4=[CH:23]3)=[CH:6][C:7]1=2. The catalyst class is: 1. (6) Reactant: [F:1][C:2]([F:7])([F:6])[CH2:3][CH2:4][OH:5].F[C:9]1[CH:14]=[CH:13][C:12]([N+:15]([O-:17])=[O:16])=[CH:11][CH:10]=1.C([O-])([O-])=O.[Cs+].[Cs+]. Product: [N+:15]([C:12]1[CH:13]=[CH:14][C:9]([O:5][CH2:4][CH2:3][C:2]([F:7])([F:6])[F:1])=[CH:10][CH:11]=1)([O-:17])=[O:16]. The catalyst class is: 10. (7) Reactant: Cl[C:2]1[CH:7]=[C:6]([NH:8][C:9]2[CH:10]=[CH:11][CH:12]=[C:13]3[C:18]=2[C:17](=[O:19])[N:16]([CH3:20])[CH2:15][CH2:14]3)[C:5]([Cl:21])=[CH:4][N:3]=1.[CH3:22][N:23]1[C:27]([NH2:28])=[CH:26][CH:25]=[N:24]1.C(=O)([O-])[O-].[Cs+].[Cs+].CC1(C)C2C=CC=C(P(C3C=CC=CC=3)C3C=CC=CC=3)C=2OC2C1=CC=CC=2P(C1C=CC=CC=1)C1C=CC=CC=1. Product: [Cl:21][C:5]1[C:6]([NH:8][C:9]2[CH:10]=[CH:11][CH:12]=[C:13]3[C:18]=2[C:17](=[O:19])[N:16]([CH3:20])[CH2:15][CH2:14]3)=[CH:7][C:2]([NH:28][C:27]2[N:23]([CH3:22])[N:24]=[CH:25][CH:26]=2)=[N:3][CH:4]=1. The catalyst class is: 160. (8) Reactant: [CH3:1][C:2]([CH3:14])([CH3:13])[C:3]([NH:5][C:6]1[CH:11]=[CH:10][CH:9]=[CH:8][C:7]=1[CH3:12])=O.[Li]CCCC.[NH4+].[Cl-]. Product: [C:2]([C:3]1[NH:5][C:6]2[C:7]([CH:12]=1)=[CH:8][CH:9]=[CH:10][CH:11]=2)([CH3:14])([CH3:13])[CH3:1]. The catalyst class is: 1.